Dataset: Reaction yield outcomes from USPTO patents with 853,638 reactions. Task: Predict the reaction yield, written as a fraction of the theoretical maximum amount of product (1.0 means a 100% yield; for example, 0.34 means a 34% yield). (1) The reactants are [N:1]1[CH:6]=[CH:5][CH:4]=[C:3](/[CH:7]=[CH:8]/[C:9]2[C:17]3[C:12](=[CH:13][C:14]([C:18]#N)=[CH:15][CH:16]=3)[NH:11][N:10]=2)[CH:2]=1.CC(O)=[O:22].CN(C=O)C.[PH2]([O-])=O.[Na+]. The catalyst is N1C=CC=CC=1.O.[Ni]. The product is [N:1]1[CH:6]=[CH:5][CH:4]=[C:3](/[CH:7]=[CH:8]/[C:9]2[C:17]3[C:12](=[CH:13][C:14]([CH:18]=[O:22])=[CH:15][CH:16]=3)[NH:11][N:10]=2)[CH:2]=1. The yield is 0.500. (2) The reactants are [CH3:1][N:2]1[CH:10]2[CH:5]([CH2:6][N:7](C(OCC3C=CC=CC=3)=O)[CH2:8][CH2:9]2)[CH2:4][CH2:3]1.[H][H]. The catalyst is CO.[Pd]. The product is [CH3:1][N:2]1[CH:10]2[CH:5]([CH2:6][NH:7][CH2:8][CH2:9]2)[CH2:4][CH2:3]1. The yield is 0.890. (3) The reactants are [F:1][C:2]1[C:15]2[NH:14][CH2:13][C:12]3[C:8]4=[C:9]([C:23](=[O:27])[N:24]([CH3:26])[CH:25]=[C:7]4[C:6]=2[CH:5]=[C:4]([F:28])[CH:3]=1)[N:10]([C:16]([O:18][C:19]([CH3:22])([CH3:21])[CH3:20])=[O:17])[CH:11]=3.[C:29](Cl)(=[O:33])[O:30][CH2:31][CH3:32].C(N(C(C)C)C(C)C)C. The catalyst is CC(N(C)C)=O. The product is [F:1][C:2]1[C:15]2[N:14]([C:29]([O:30][CH2:31][CH3:32])=[O:33])[CH2:13][C:12]3[C:8]4=[C:9]([C:23](=[O:27])[N:24]([CH3:26])[CH:25]=[C:7]4[C:6]=2[CH:5]=[C:4]([F:28])[CH:3]=1)[N:10]([C:16]([O:18][C:19]([CH3:22])([CH3:21])[CH3:20])=[O:17])[CH:11]=3. The yield is 0.690. (4) The reactants are [C:1]1([C:7]#[C:8][C:9]2[CH:10]=[N:11][CH:12]=[C:13]([CH:17]=2)[C:14]([OH:16])=O)[CH:6]=[CH:5][CH:4]=[CH:3][CH:2]=1.CN(C(ON1N=NC2C=CC=CC1=2)=[N+](C)C)C.F[P-](F)(F)(F)(F)F.[NH:42]1[CH:46]=[CH:45][N:44]=[C:43]1[NH:47][C:48]([C:50]1[C:58]2[NH:57][C:56]([NH2:59])=[N:55][C:54]=2[CH:53]=[CH:52][CH:51]=1)=[O:49].C([O-])(O)=O.[Na+]. The catalyst is CN(C=O)C.CCN(C(C)C)C(C)C.O. The product is [NH:44]1[CH:45]=[CH:46][N:42]=[C:43]1[NH:47][C:48]([C:50]1[C:58]2[N:57]=[C:56]([NH:59][C:14]([C:13]3[CH:12]=[N:11][CH:10]=[C:9]([C:8]#[C:7][C:1]4[CH:2]=[CH:3][CH:4]=[CH:5][CH:6]=4)[CH:17]=3)=[O:16])[NH:55][C:54]=2[CH:53]=[CH:52][CH:51]=1)=[O:49]. The yield is 0.430.